Task: Regression. Given a peptide amino acid sequence and an MHC pseudo amino acid sequence, predict their binding affinity value. This is MHC class I binding data.. Dataset: Peptide-MHC class I binding affinity with 185,985 pairs from IEDB/IMGT (1) The peptide sequence is EVCQATSQY. The MHC is HLA-B15:01 with pseudo-sequence HLA-B15:01. The binding affinity (normalized) is 0.213. (2) The peptide sequence is KLVALGINAV. The MHC is HLA-B53:01 with pseudo-sequence HLA-B53:01. The binding affinity (normalized) is 0. (3) The peptide sequence is KGPPAALTL. The MHC is HLA-C04:01 with pseudo-sequence HLA-C04:01. The binding affinity (normalized) is 0.213. (4) The peptide sequence is YTSGPGIRYP. The MHC is Mamu-A02 with pseudo-sequence Mamu-A02. The binding affinity (normalized) is 0.180. (5) The peptide sequence is KLVGIELPK. The MHC is HLA-B35:01 with pseudo-sequence HLA-B35:01. The binding affinity (normalized) is 0.0847. (6) The peptide sequence is ALNFPGSQK. The binding affinity (normalized) is 0.149. The MHC is HLA-A68:01 with pseudo-sequence HLA-A68:01. (7) The peptide sequence is QVPLRPMTYK. The MHC is Mamu-B8301 with pseudo-sequence Mamu-B8301. The binding affinity (normalized) is 0.340. (8) The peptide sequence is SITEVECFL. The MHC is HLA-A31:01 with pseudo-sequence HLA-A31:01. The binding affinity (normalized) is 0. (9) The peptide sequence is ICYPVTTL. The MHC is H-2-Db with pseudo-sequence H-2-Db. The binding affinity (normalized) is 0.